This data is from CYP1A2 inhibition data for predicting drug metabolism from PubChem BioAssay. The task is: Regression/Classification. Given a drug SMILES string, predict its absorption, distribution, metabolism, or excretion properties. Task type varies by dataset: regression for continuous measurements (e.g., permeability, clearance, half-life) or binary classification for categorical outcomes (e.g., BBB penetration, CYP inhibition). Dataset: cyp1a2_veith. (1) The molecule is CCOC(=O)C1=C(CSc2nc3ccccc3s2)NC(=O)NC1c1cc(C)ccc1C. The result is 0 (non-inhibitor). (2) The drug is COc1ccc2c3c1O[C@H]1C[C@H](O)C=C[C@@]31CCN(C)C2. The result is 0 (non-inhibitor). (3) The compound is Cc1nonc1NC(=O)N1CCCC1. The result is 0 (non-inhibitor). (4) The drug is CC(C)CN1CC[C@@]2(CCCN(C(=O)c3ccncc3)C2)C1. The result is 0 (non-inhibitor). (5) The molecule is COc1ccccc1-c1cncnc1NCc1cccc(C)c1. The result is 1 (inhibitor). (6) The molecule is CCc1cc(C(c2ccccc2OC)N2CCOCC2)c(NC(=O)c2ccccc2)s1. The result is 0 (non-inhibitor).